Dataset: Peptide-MHC class I binding affinity with 185,985 pairs from IEDB/IMGT. Task: Regression. Given a peptide amino acid sequence and an MHC pseudo amino acid sequence, predict their binding affinity value. This is MHC class I binding data. (1) The peptide sequence is IVILFIMFML. The MHC is HLA-A02:01 with pseudo-sequence HLA-A02:01. The binding affinity (normalized) is 0.333. (2) The peptide sequence is KLLIVLTCI. The MHC is HLA-A02:02 with pseudo-sequence HLA-A02:02. The binding affinity (normalized) is 0.486. (3) The peptide sequence is FHERGYVKL. The MHC is HLA-A02:06 with pseudo-sequence HLA-A02:06. The binding affinity (normalized) is 0.0847.